Dataset: Reaction yield outcomes from USPTO patents with 853,638 reactions. Task: Predict the reaction yield, written as a fraction of the theoretical maximum amount of product (1.0 means a 100% yield; for example, 0.34 means a 34% yield). (1) The reactants are [CH3:1][NH:2][C:3]1[CH:8]=[CH:7][C:6]([I:9])=[CH:5][N:4]=1.[C:10](=O)([O-])[O-].[K+].[K+].IC.O. The catalyst is CC(N(C)C)=O. The product is [CH3:1][N:2]([C:3]1[CH:8]=[CH:7][C:6]([I:9])=[CH:5][N:4]=1)[CH3:10]. The yield is 0.570. (2) The reactants are [CH2:1]([O:8][C:9]([N:11]1[C:20]2[C:15](=[CH:16][CH:17]=[CH:18][CH:19]=2)[C:14](=[O:21])[CH2:13][CH2:12]1)=[O:10])[C:2]1[CH:7]=[CH:6][CH:5]=[CH:4][CH:3]=1.CC1C=CC(S(N[C@H]([C@@H](N)C2C=CC=CC=2)C2C=CC=CC=2)(=O)=O)=CC=1. No catalyst specified. The product is [CH2:1]([O:8][C:9]([N:11]1[C:20]2[C:15](=[CH:16][CH:17]=[CH:18][CH:19]=2)[C@@H:14]([OH:21])[CH2:13][CH2:12]1)=[O:10])[C:2]1[CH:7]=[CH:6][CH:5]=[CH:4][CH:3]=1. The yield is 0.860.